Predict the reactants needed to synthesize the given product. From a dataset of Full USPTO retrosynthesis dataset with 1.9M reactions from patents (1976-2016). (1) Given the product [N:22]([C:2]1[CH:21]=[CH:20][C:5]([CH2:6][C:7]2[C:8]([CH2:18][CH3:19])=[N:9][N:10]3[C:15]([CH3:16])=[CH:14][C:13]([CH3:17])=[N:12][C:11]=23)=[CH:4][CH:3]=1)=[N+:23]=[N-:24], predict the reactants needed to synthesize it. The reactants are: Br[C:2]1[CH:21]=[CH:20][C:5]([CH2:6][C:7]2[C:8]([CH2:18][CH3:19])=[N:9][N:10]3[C:15]([CH3:16])=[CH:14][C:13]([CH3:17])=[N:12][C:11]=23)=[CH:4][CH:3]=1.[N-:22]=[N+:23]=[N-:24].[Na+].CNCCNC.O=C1O[C@H]([C@H](CO)O)C([O-])=C1O.[Na+]. (2) Given the product [Cl:1][C:2]1[CH:7]=[CH:6][C:5]([C:19]2[CH:27]=[CH:26][CH:25]=[C:24]3[C:20]=2[CH:21]=[CH:22][CH2:23]3)=[CH:4][CH:3]=1, predict the reactants needed to synthesize it. The reactants are: [Cl:1][C:2]1[CH:7]=[CH:6][C:5](B(O)O)=[CH:4][CH:3]=1.C[Si](C)(C)C1C=CC([C:19]2[CH:27]=[CH:26][CH:25]=[C:24]3[C:20]=2[CH:21]=[CH:22][CH2:23]3)=CC=1. (3) Given the product [C:15]([O:14][C:12]([CH2:11][CH:10]([C:7]1[CH:6]=[CH:5][C:4]([C:3]([OH:27])=[O:2])=[CH:9][CH:8]=1)[NH:19][C:20]([O:22][C:23]([CH3:26])([CH3:25])[CH3:24])=[O:21])=[O:13])([CH3:16])([CH3:17])[CH3:18], predict the reactants needed to synthesize it. The reactants are: C[O:2][C:3](=[O:27])[C:4]1[CH:9]=[CH:8][C:7]([CH:10]([NH:19][C:20]([O:22][C:23]([CH3:26])([CH3:25])[CH3:24])=[O:21])[CH2:11][C:12]([O:14][C:15]([CH3:18])([CH3:17])[CH3:16])=[O:13])=[CH:6][CH:5]=1.[Li+].[OH-]. (4) Given the product [Cl:9][C:4]1[N:5]=[C:6]([Cl:8])[N:7]=[C:2]([NH:10][CH2:11][CH2:12][C:13]2[CH:18]=[CH:17][N:16]=[CH:15][CH:14]=2)[N:3]=1, predict the reactants needed to synthesize it. The reactants are: Cl[C:2]1[N:7]=[C:6]([Cl:8])[N:5]=[C:4]([Cl:9])[N:3]=1.[NH2:10][CH2:11][CH2:12][C:13]1[CH:18]=[CH:17][N:16]=[CH:15][CH:14]=1.